This data is from NCI-60 drug combinations with 297,098 pairs across 59 cell lines. The task is: Regression. Given two drug SMILES strings and cell line genomic features, predict the synergy score measuring deviation from expected non-interaction effect. (1) Drug 1: C1C(C(OC1N2C=NC3=C(N=C(N=C32)Cl)N)CO)O. Drug 2: CN1C(=O)N2C=NC(=C2N=N1)C(=O)N. Cell line: U251. Synergy scores: CSS=26.5, Synergy_ZIP=-2.57, Synergy_Bliss=-0.473, Synergy_Loewe=3.78, Synergy_HSA=4.21. (2) Drug 1: CC1=C(C(CCC1)(C)C)C=CC(=CC=CC(=CC(=O)O)C)C. Drug 2: CN1C2=C(C=C(C=C2)N(CCCl)CCCl)N=C1CCCC(=O)O.Cl. Cell line: OVCAR-4. Synergy scores: CSS=5.25, Synergy_ZIP=-0.658, Synergy_Bliss=1.22, Synergy_Loewe=-2.76, Synergy_HSA=1.23. (3) Drug 1: C1=CN(C=N1)CC(O)(P(=O)(O)O)P(=O)(O)O. Drug 2: C1CCC(C(C1)N)N.C(=O)(C(=O)[O-])[O-].[Pt+4]. Cell line: NCI-H226. Synergy scores: CSS=3.87, Synergy_ZIP=0.990, Synergy_Bliss=6.06, Synergy_Loewe=-1.11, Synergy_HSA=-0.157. (4) Drug 1: C1=CC(=CC=C1C#N)C(C2=CC=C(C=C2)C#N)N3C=NC=N3. Drug 2: C1=CC=C(C=C1)NC(=O)CCCCCCC(=O)NO. Cell line: IGROV1. Synergy scores: CSS=9.21, Synergy_ZIP=2.62, Synergy_Bliss=4.80, Synergy_Loewe=-7.15, Synergy_HSA=-4.93. (5) Drug 1: CC1C(C(CC(O1)OC2CC(CC3=C2C(=C4C(=C3O)C(=O)C5=C(C4=O)C(=CC=C5)OC)O)(C(=O)CO)O)N)O.Cl. Drug 2: C1=CC(=CC=C1CCC2=CNC3=C2C(=O)NC(=N3)N)C(=O)NC(CCC(=O)O)C(=O)O. Cell line: NCI/ADR-RES. Synergy scores: CSS=14.0, Synergy_ZIP=2.47, Synergy_Bliss=9.28, Synergy_Loewe=1.82, Synergy_HSA=3.88. (6) Drug 1: CCC1(CC2CC(C3=C(CCN(C2)C1)C4=CC=CC=C4N3)(C5=C(C=C6C(=C5)C78CCN9C7C(C=CC9)(C(C(C8N6C=O)(C(=O)OC)O)OC(=O)C)CC)OC)C(=O)OC)O.OS(=O)(=O)O. Drug 2: CCN(CC)CCNC(=O)C1=C(NC(=C1C)C=C2C3=C(C=CC(=C3)F)NC2=O)C. Cell line: PC-3. Synergy scores: CSS=15.1, Synergy_ZIP=-0.574, Synergy_Bliss=5.27, Synergy_Loewe=4.12, Synergy_HSA=4.64.